The task is: Predict the reactants needed to synthesize the given product.. This data is from Full USPTO retrosynthesis dataset with 1.9M reactions from patents (1976-2016). (1) The reactants are: [OH:1][N:2]=[C:3]([C:5]1[CH:6]=[CH:7][C:8]2[N:9]([CH:11]=[CH:12][N:13]=2)[CH:10]=1)[NH2:4].[F:14][C:15]1[CH:16]=[N:17][CH:18]=[C:19]([CH:23]=1)[C:20](O)=O.N. Given the product [F:14][C:15]1[CH:23]=[C:19]([C:20]2[O:1][N:2]=[C:3]([C:5]3[CH:6]=[CH:7][C:8]4[N:9]([CH:11]=[CH:12][N:13]=4)[CH:10]=3)[N:4]=2)[CH:18]=[N:17][CH:16]=1, predict the reactants needed to synthesize it. (2) Given the product [NH2:24][C:25]1[N:30]([CH3:31])[C:29](=[O:32])[C:28]([CH3:33])([CH3:34])[C@:27]([C:36]2[CH:41]=[C:40]([NH:44][C:45]3[CH:46]=[CH:47][C:48]([CH3:53])=[C:49]([CH:52]=3)[C:50]#[N:51])[CH:39]=[CH:38][C:37]=2[F:43])([CH3:35])[N:26]=1, predict the reactants needed to synthesize it. The reactants are: COC1C=CC(C([NH:24][C:25]2[N:30]([CH3:31])[C:29](=[O:32])[C:28]([CH3:34])([CH3:33])[C@:27]([C:36]3[CH:41]=[C:40](Br)[CH:39]=[CH:38][C:37]=3[F:43])([CH3:35])[N:26]=2)(C2C=CC(OC)=CC=2)C2C=CC=CC=2)=CC=1.[NH2:44][C:45]1[CH:46]=[CH:47][C:48]([CH3:53])=[C:49]([CH:52]=1)[C:50]#[N:51]. (3) The reactants are: Br[C:2]1[C:7]2=[CH:8][N:9]([C:11]3[C:18]([Cl:19])=[CH:17][CH:16]=[CH:15][C:12]=3[C:13]#[N:14])[N:10]=[C:6]2[C:5]([F:20])=[CH:4][N:3]=1.[C:21]([O:25][C:26]([N:28]1[CH2:31][CH:30]([C:32]2[CH:33]=[N:34][C:35]([NH2:38])=[CH:36][CH:37]=2)[CH2:29]1)=[O:27])([CH3:24])([CH3:23])[CH3:22].CC1(C)C2C(=C(P(C3C=CC=CC=3)C3C=CC=CC=3)C=CC=2)OC2C(P(C3C=CC=CC=3)C3C=CC=CC=3)=CC=CC1=2.C(=O)([O-])[O-].[Cs+].[Cs+]. Given the product [C:21]([O:25][C:26]([N:28]1[CH2:29][CH:30]([C:32]2[CH:33]=[N:34][C:35]([NH:38][C:2]3[C:7]4=[CH:8][N:9]([C:11]5[C:12]([C:13]#[N:14])=[CH:15][CH:16]=[CH:17][C:18]=5[Cl:19])[N:10]=[C:6]4[C:5]([F:20])=[CH:4][N:3]=3)=[CH:36][CH:37]=2)[CH2:31]1)=[O:27])([CH3:24])([CH3:22])[CH3:23], predict the reactants needed to synthesize it. (4) Given the product [O:1]1[CH:5]=[CH:4][CH:3]=[C:2]1[C:6]1[CH:7]=[CH:8][C:9]([C:10]([N:12]([CH2:16][C:17]2[CH:22]=[CH:21][CH:20]=[CH:19][C:18]=2[O:23][CH2:33][CH2:34][CH2:35][O:36][CH2:37][C:38]([O:40][CH2:41][CH3:42])=[O:39])[CH:13]([CH3:15])[CH3:14])=[O:11])=[CH:24][CH:25]=1, predict the reactants needed to synthesize it. The reactants are: [O:1]1[CH:5]=[CH:4][CH:3]=[C:2]1[C:6]1[CH:25]=[CH:24][C:9]([C:10]([N:12]([CH2:16][C:17]2[CH:22]=[CH:21][CH:20]=[CH:19][C:18]=2[OH:23])[CH:13]([CH3:15])[CH3:14])=[O:11])=[CH:8][CH:7]=1.C(=O)([O-])[O-].[K+].[K+].Br[CH2:33][CH2:34][CH2:35][O:36][CH2:37][C:38]([O:40][CH2:41][CH3:42])=[O:39].